Dataset: Catalyst prediction with 721,799 reactions and 888 catalyst types from USPTO. Task: Predict which catalyst facilitates the given reaction. (1) Reactant: [N:1]1[CH:6]=[CH:5][C:4]([N:7]2[CH2:16][CH2:15][C:10]3([CH2:14][NH:13][CH2:12][CH2:11]3)[CH2:9][CH2:8]2)=[CH:3][CH:2]=1.CCN(C(C)C)C(C)C.CN(C(ON1N=NC2C=CC=CC1=2)=[N+](C)C)C.F[P-](F)(F)(F)(F)F.[CH2:50]([O:52][C:53](=[O:68])[C@@H:54]([NH:60][C:61]([O:63][CH2:64][CH2:65][CH2:66][CH3:67])=[O:62])[CH2:55][CH2:56][C:57](O)=[O:58])[CH3:51]. Product: [CH2:64]([O:63][C:61]([NH:60][C@@H:54]([CH2:55][CH2:56][C:57](=[O:58])[N:13]1[CH2:12][CH2:11][C:10]2([CH2:15][CH2:16][N:7]([C:4]3[CH:3]=[CH:2][N:1]=[CH:6][CH:5]=3)[CH2:8][CH2:9]2)[CH2:14]1)[C:53]([O:52][CH2:50][CH3:51])=[O:68])=[O:62])[CH2:65][CH2:66][CH3:67]. The catalyst class is: 3. (2) Reactant: [Cl:1][C:2]1[CH:7]=[CH:6][C:5]([C:8]2[N:12]3[CH:13]=[C:14]([C:17]4[CH:38]=[CH:37][C:20]([C:21]([N:23]5[CH2:28][CH2:27][CH:26]([NH:29]C(=O)OC(C)(C)C)[CH2:25][CH2:24]5)=[O:22])=[CH:19][CH:18]=4)[N:15]=[CH:16][C:11]3=[N:10][CH:9]=2)=[CH:4][CH:3]=1.[C:39]([OH:45])([C:41]([F:44])([F:43])[F:42])=[O:40]. Product: [NH2:29][CH:26]1[CH2:25][CH2:24][N:23]([C:21]([C:20]2[CH:19]=[CH:18][C:17]([C:14]3[N:15]=[CH:16][C:11]4[N:12]([C:8]([C:5]5[CH:6]=[CH:7][C:2]([Cl:1])=[CH:3][CH:4]=5)=[CH:9][N:10]=4)[CH:13]=3)=[CH:38][CH:37]=2)=[O:22])[CH2:28][CH2:27]1.[C:39]([OH:45])([C:41]([F:44])([F:43])[F:42])=[O:40]. The catalyst class is: 2. (3) Reactant: C(O)C.C([O:6][C:7]([C:9]1[N:10]=[C:11]([N:14]2[CH:20]([CH3:21])[CH2:19][C:18]3[CH:22]=[C:23]4[O:28][CH2:27][O:26][C:24]4=[CH:25][C:17]=3[C:16]([C:29]3[CH:34]=[CH:33][C:32]([N+:35]([O-:37])=[O:36])=[CH:31][CH:30]=3)=[N:15]2)[S:12][CH:13]=1)=[O:8])C.[OH-].[Na+].C(O)(=O)C. Product: [C:7]([C:9]1[N:10]=[C:11]([N:14]2[CH:20]([CH3:21])[CH2:19][C:18]3[CH:22]=[C:23]4[O:28][CH2:27][O:26][C:24]4=[CH:25][C:17]=3[C:16]([C:29]3[CH:34]=[CH:33][C:32]([N+:35]([O-:37])=[O:36])=[CH:31][CH:30]=3)=[N:15]2)[S:12][CH:13]=1)([OH:8])=[O:6]. The catalyst class is: 6. (4) Reactant: [Cl-].O[NH3+:3].[C:4](=[O:7])([O-])[OH:5].[Na+].CS(C)=O.[CH3:13][C:14]1[O:18][C:17]([C@H:19]2[CH2:24][CH2:23][C@H:22]([N:25]3[C:30](=[O:31])[C:29]([CH2:32][C:33]4[CH:38]=[CH:37][C:36]([C:39]5[C:40]([C:45]#[N:46])=[CH:41][CH:42]=[CH:43][CH:44]=5)=[CH:35][CH:34]=4)=[C:28]([CH2:47][CH2:48][CH3:49])[N:27]4[N:50]=[CH:51][N:52]=[C:26]34)[CH2:21][CH2:20]2)=[N:16][N:15]=1. Product: [CH3:13][C:14]1[O:18][C:17]([C@H:19]2[CH2:20][CH2:21][C@H:22]([N:25]3[C:30](=[O:31])[C:29]([CH2:32][C:33]4[CH:38]=[CH:37][C:36]([C:39]5[CH:44]=[CH:43][CH:42]=[CH:41][C:40]=5[C:45]5[NH:3][C:4](=[O:7])[O:5][N:46]=5)=[CH:35][CH:34]=4)=[C:28]([CH2:47][CH2:48][CH3:49])[N:27]4[N:50]=[CH:51][N:52]=[C:26]34)[CH2:23][CH2:24]2)=[N:16][N:15]=1. The catalyst class is: 13. (5) Reactant: [C:1]([NH:5][C:6]([C:8]1[CH:9]=[C:10]([C:17]2[N:21]([CH2:22][CH:23]3[CH2:28][CH2:27][CH2:26][CH2:25][CH2:24]3)[C:20]([CH3:29])=[C:19]([C:30]([O:32]CC)=[O:31])[CH:18]=2)[N:11]2[C:16]=1[CH:15]=[CH:14][CH:13]=[CH:12]2)=[O:7])([CH3:4])([CH3:3])[CH3:2].CC([O-])(C)C.[K+]. Product: [C:1]([NH:5][C:6]([C:8]1[CH:9]=[C:10]([C:17]2[N:21]([CH2:22][CH:23]3[CH2:24][CH2:25][CH2:26][CH2:27][CH2:28]3)[C:20]([CH3:29])=[C:19]([C:30]([OH:32])=[O:31])[CH:18]=2)[N:11]2[C:16]=1[CH:15]=[CH:14][CH:13]=[CH:12]2)=[O:7])([CH3:4])([CH3:2])[CH3:3]. The catalyst class is: 58.